This data is from Full USPTO retrosynthesis dataset with 1.9M reactions from patents (1976-2016). The task is: Predict the reactants needed to synthesize the given product. (1) Given the product [C:25]([Si:29]([CH3:31])([CH3:30])[O:32][C@H:33]1[CH2:38][CH2:37][C@H:36]([N:39]2[C:6]3=[N:7][C:2]([Cl:1])=[N:3][CH:4]=[C:5]3[CH2:9][N:10]([C:11]3[CH:16]=[CH:15][C:14]([O:17][CH3:18])=[CH:13][C:12]=3[F:19])[C:40]2=[O:41])[CH2:35][CH2:34]1)([CH3:28])([CH3:27])[CH3:26], predict the reactants needed to synthesize it. The reactants are: [Cl:1][C:2]1[N:7]=[C:6](Cl)[C:5]([CH2:9][NH:10][C:11]2[CH:16]=[CH:15][C:14]([O:17][CH3:18])=[CH:13][C:12]=2[F:19])=[CH:4][N:3]=1.C([Li])CCC.[C:25]([Si:29]([O:32][C@H:33]1[CH2:38][CH2:37][C@H:36]([N:39]=[C:40]=[O:41])[CH2:35][CH2:34]1)([CH3:31])[CH3:30])([CH3:28])([CH3:27])[CH3:26]. (2) Given the product [Si:1]([O:8][CH2:9][CH2:10][O:11][C:12]1[CH:20]=[C:19]2[C:15]([C:16]([C:21](=[O:30])[CH:22]([NH:36][C:35]3[CH:37]=[CH:38][CH:39]=[C:33]([O:32][CH3:31])[CH:34]=3)[C:23]3[CH:28]=[CH:27][CH:26]=[CH:25][CH:24]=3)=[CH:17][NH:18]2)=[CH:14][CH:13]=1)([C:4]([CH3:7])([CH3:6])[CH3:5])([CH3:3])[CH3:2].[OH:8][CH2:9][CH2:10][O:11][C:12]1[CH:20]=[C:19]2[C:15]([C:16]([C:21](=[O:30])[CH:22]([NH:36][C:35]3[CH:37]=[CH:38][CH:39]=[C:33]([O:32][CH3:31])[CH:34]=3)[C:23]3[CH:28]=[CH:27][CH:26]=[CH:25][CH:24]=3)=[CH:17][NH:18]2)=[CH:14][CH:13]=1, predict the reactants needed to synthesize it. The reactants are: [Si:1]([O:8][CH2:9][CH2:10][O:11][C:12]1[CH:20]=[C:19]2[C:15]([C:16]([C:21](=[O:30])[CH:22](Cl)[C:23]3[CH:28]=[CH:27][CH:26]=[CH:25][CH:24]=3)=[CH:17][NH:18]2)=[CH:14][CH:13]=1)([C:4]([CH3:7])([CH3:6])[CH3:5])([CH3:3])[CH3:2].[CH3:31][O:32][C:33]1[CH:34]=[C:35]([CH:37]=[CH:38][CH:39]=1)[NH2:36].